Dataset: Forward reaction prediction with 1.9M reactions from USPTO patents (1976-2016). Task: Predict the product of the given reaction. (1) Given the reactants P(Cl)(Cl)(Cl)=O.[C:6]1([S:12]([CH2:15][CH2:16][CH2:17][C:18]2[N:22]([CH2:23][CH2:24][CH2:25][CH3:26])[N:21]=[C:20]([C:27]([NH2:29])=O)[CH:19]=2)(=[O:14])=[O:13])[CH:11]=[CH:10][CH:9]=[CH:8][CH:7]=1.[OH-].[NH4+], predict the reaction product. The product is: [C:6]1([S:12]([CH2:15][CH2:16][CH2:17][C:18]2[N:22]([CH2:23][CH2:24][CH2:25][CH3:26])[N:21]=[C:20]([C:27]#[N:29])[CH:19]=2)(=[O:13])=[O:14])[CH:7]=[CH:8][CH:9]=[CH:10][CH:11]=1. (2) The product is: [F:1][C:2]1[CH:7]=[CH:6][C:5]([CH3:8])=[CH:4][C:3]=1[C:9]1[O:13][N:12]=[C:11]([CH:14]([OH:16])[CH3:15])[CH:10]=1. Given the reactants [F:1][C:2]1[CH:7]=[CH:6][C:5]([CH3:8])=[CH:4][C:3]=1[C:9]1[O:13][N:12]=[C:11]([C:14](=[O:16])[CH3:15])[CH:10]=1.[BH4-].[Na+], predict the reaction product. (3) Given the reactants [CH:1]1([CH2:4][CH2:5][CH2:6][NH:7][C:8]([C:10]2[N:11]=[N:12][C:13](Cl)=[CH:14][CH:15]=2)=[O:9])[CH2:3][CH2:2]1.[N:17]1([C:23]([C:25]2[CH:30]=[CH:29][CH:28]=[CH:27][C:26]=2[C:31]([F:34])([F:33])[F:32])=[O:24])[CH2:22][CH2:21][NH:20][CH2:19][CH2:18]1, predict the reaction product. The product is: [CH:1]1([CH2:4][CH2:5][CH2:6][NH:7][C:8]([C:10]2[N:11]=[N:12][C:13]([N:20]3[CH2:21][CH2:22][N:17]([C:23](=[O:24])[C:25]4[CH:30]=[CH:29][CH:28]=[CH:27][C:26]=4[C:31]([F:34])([F:32])[F:33])[CH2:18][CH2:19]3)=[CH:14][CH:15]=2)=[O:9])[CH2:3][CH2:2]1. (4) Given the reactants [NH:1]1[C:9]2[C:4](=[N:5][CH:6]=[CH:7][CH:8]=2)[CH:3]=[C:2]1[C:10]([NH2:12])=[O:11].[F:13][C:14]([F:36])([F:35])[O:15][C:16]1[CH:17]=[C:18]([S:22][S:22][C:18]2[CH:19]=[CH:20][CH:21]=[C:16]([O:15][C:14]([F:13])([F:35])[F:36])[CH:17]=2)[CH:19]=[CH:20][CH:21]=1, predict the reaction product. The product is: [F:36][C:14]([F:13])([F:35])[O:15][C:16]1[CH:17]=[C:18]([S:22][C:3]2[C:4]3=[N:5][CH:6]=[CH:7][CH:8]=[C:9]3[NH:1][C:2]=2[C:10]([NH2:12])=[O:11])[CH:19]=[CH:20][CH:21]=1. (5) The product is: [CH2:25]([O:27][C:28]1[CH:29]=[C:30]([C:34]2[N:35]=[CH:36][C:37]([C:40]([NH:64][CH2:63][C:59]3[CH:60]=[C:61]4[C:56](=[CH:57][CH:58]=3)[NH:55][C:54]([C:53]([F:66])([F:52])[F:65])=[CH:62]4)=[O:42])=[CH:38][N:39]=2)[CH:31]=[CH:32][CH:33]=1)[CH3:26]. Given the reactants CN(C(ON1N=NC2C=CC=NC1=2)=[N+](C)C)C.F[P-](F)(F)(F)(F)F.[CH2:25]([O:27][C:28]1[CH:29]=[C:30]([C:34]2[N:39]=[CH:38][C:37]([C:40]([OH:42])=O)=[CH:36][N:35]=2)[CH:31]=[CH:32][CH:33]=1)[CH3:26].CCN(C(C)C)C(C)C.[F:52][C:53]([F:66])([F:65])[C:54]1[NH:55][C:56]2[C:61]([CH:62]=1)=[CH:60][C:59]([CH2:63][NH2:64])=[CH:58][CH:57]=2, predict the reaction product. (6) Given the reactants COC1C=C(OC)C=CC=1C[N:6]1[C:14](=[O:15])[C:13]2[C:12]([C:16]3[CH:17]=[N:18][N:19]([CH3:21])[CH:20]=3)=[N:11][C:10]([NH:22][C@@H:23]3[CH2:28][CH2:27][CH2:26][CH2:25][C@@H:24]3[NH:29]C(=O)OC(C)(C)C)=[N:9][C:8]=2[CH2:7]1.[C:43]([OH:49])([C:45]([F:48])([F:47])[F:46])=[O:44], predict the reaction product. The product is: [C:43]([OH:49])([C:45]([F:48])([F:47])[F:46])=[O:44].[NH2:29][C@H:24]1[CH2:25][CH2:26][CH2:27][CH2:28][C@H:23]1[NH:22][C:10]1[N:11]=[C:12]([C:16]2[CH:17]=[N:18][N:19]([CH3:21])[CH:20]=2)[C:13]2[C:14](=[O:15])[NH:6][CH2:7][C:8]=2[N:9]=1. (7) Given the reactants C(O[C:4]([C:6]1([CH2:12][CH2:13]OC)[CH2:11][CH2:10][NH:9][CH2:8][CH2:7]1)=[O:5])C.[Cl:16][C:17]1[CH:22]=[CH:21][CH:20]=[CH:19][C:18]=1[S:23](Cl)(=[O:25])=[O:24].[F:27][C:28]([F:40])([F:39])[CH:29]([CH3:38])[O:30][C:31]1[CH:36]=[CH:35][C:34]([NH2:37])=[CH:33][CH:32]=1, predict the reaction product. The product is: [Cl:16][C:17]1[CH:22]=[CH:21][CH:20]=[CH:19][C:18]=1[S:23]([N:9]1[CH2:8][CH2:7][C:6]2([C:4](=[O:5])[N:37]([C:34]3[CH:35]=[CH:36][C:31]([O:30][CH:29]([CH3:38])[C:28]([F:27])([F:39])[F:40])=[CH:32][CH:33]=3)[CH2:13][CH2:12]2)[CH2:11][CH2:10]1)(=[O:25])=[O:24]. (8) Given the reactants [C:1](Cl)(Cl)=[O:2].[NH:5]1[CH2:10][CH2:9][CH2:8][CH2:7][CH2:6]1.[N:11]1([S:17]([C:20]2[CH:25]=[CH:24][C:23]([NH:26][C:27](=[O:30])[CH:28]=[CH2:29])=[CH:22][CH:21]=2)(=[O:19])=[O:18])[CH2:16][CH2:15][NH:14][CH2:13][CH2:12]1.C(N(C(C)C)CC)(C)C, predict the reaction product. The product is: [N:5]1([C:1]([N:14]2[CH2:13][CH2:12][N:11]([S:17]([C:20]3[CH:21]=[CH:22][C:23]([NH:26][C:27](=[O:30])[CH:28]=[CH2:29])=[CH:24][CH:25]=3)(=[O:18])=[O:19])[CH2:16][CH2:15]2)=[O:2])[CH2:10][CH2:9][CH2:8][CH2:7][CH2:6]1.